This data is from Full USPTO retrosynthesis dataset with 1.9M reactions from patents (1976-2016). The task is: Predict the reactants needed to synthesize the given product. (1) Given the product [CH3:10][C:8]1[N:7]([C:11]2[N:16]=[CH:15][N:14]=[C:13]([NH2:17])[N:12]=2)[C:6]2[CH:18]=[C:2]([C:20]#[C:19][Si:21]([CH3:24])([CH3:23])[CH3:22])[CH:3]=[CH:4][C:5]=2[N:9]=1, predict the reactants needed to synthesize it. The reactants are: Br[C:2]1[CH:3]=[CH:4][C:5]2[N:9]=[C:8]([CH3:10])[N:7]([C:11]3[N:16]=[CH:15][N:14]=[C:13]([NH2:17])[N:12]=3)[C:6]=2[CH:18]=1.[C:19]([Si:21]([CH3:24])([CH3:23])[CH3:22])#[CH:20]. (2) The reactants are: [Cl:1][C:2]1[CH:14]=[C:13]([S:15]([C:18]2[CH:23]=[CH:22][C:21]([CH2:24][CH2:25][NH:26][CH2:27][C@@H:28]([C:30]3[CH:35]=[CH:34][CH:33]=[C:32]([Cl:36])[CH:31]=3)[OH:29])=[CH:20][CH:19]=2)(=[O:17])=[O:16])[CH:12]=[CH:11][C:3]=1[O:4][CH2:5][C:6]([O:8][CH2:9][CH3:10])=[O:7]. Given the product [ClH:1].[Cl:1][C:2]1[CH:14]=[C:13]([S:15]([C:18]2[CH:19]=[CH:20][C:21]([CH2:24][CH2:25][NH:26][CH2:27][C@@H:28]([C:30]3[CH:35]=[CH:34][CH:33]=[C:32]([Cl:36])[CH:31]=3)[OH:29])=[CH:22][CH:23]=2)(=[O:16])=[O:17])[CH:12]=[CH:11][C:3]=1[O:4][CH2:5][C:6]([O:8][CH2:9][CH3:10])=[O:7], predict the reactants needed to synthesize it. (3) Given the product [CH2:23]([O:22][C:20](=[O:21])[CH2:19][CH:10]([C:11]1[CH:16]=[CH:15][CH:14]=[CH:13][CH:12]=1)[C:9]([C:6]1[CH:5]=[CH:4][C:3]([O:2][CH3:1])=[CH:8][CH:7]=1)=[O:17])[CH3:24], predict the reactants needed to synthesize it. The reactants are: [CH3:1][O:2][C:3]1[CH:8]=[CH:7][C:6]([C:9](=[O:17])[CH2:10][C:11]2[CH:16]=[CH:15][CH:14]=[CH:13][CH:12]=2)=[CH:5][CH:4]=1.Br[CH2:19][C:20]([O:22][CH2:23][CH3:24])=[O:21]. (4) Given the product [CH2:36]([O:35][P:34]([CH:24]([P:26]([O:31][CH2:32][CH3:33])([O:27][CH2:28][CH3:29])=[O:30])[CH2:25][C:15]1[N:11]2[CH:12]=[CH:13][CH:14]=[C:9]([O:8][CH2:1][C:2]3[CH:7]=[CH:6][CH:5]=[CH:4][CH:3]=3)[C:10]2=[N:17][CH:16]=1)(=[O:38])[O:39][CH2:40][CH3:41])[CH3:37], predict the reactants needed to synthesize it. The reactants are: [CH2:1]([O:8][C:9]1[C:10]2[N:11]([C:15](I)=[CH:16][N:17]=2)[CH:12]=[CH:13][CH:14]=1)[C:2]1[CH:7]=[CH:6][CH:5]=[CH:4][CH:3]=1.[Li]CCCC.[CH:24]([P:34]([O:39][CH2:40][CH3:41])(=[O:38])[O:35][CH2:36][CH3:37])([P:26]([O:31][CH2:32][CH3:33])(=[O:30])[O:27][CH2:28][CH3:29])[CH3:25]. (5) Given the product [CH2:20]([O:19][C:9]1[CH:10]=[CH:11][C:12]([CH:14]([O:15][CH3:16])[O:17][CH3:18])=[CH:13][C:8]=1[CH2:7][OH:6])[C:21]1[CH:26]=[CH:25][CH:24]=[CH:23][CH:22]=1, predict the reactants needed to synthesize it. The reactants are: [H-].[Al+3].[H-].[H-].C[O:6][C:7](=O)[C:8]1[CH:13]=[C:12]([CH:14]([O:17][CH3:18])[O:15][CH3:16])[CH:11]=[CH:10][C:9]=1[O:19][CH2:20][C:21]1[CH:26]=[CH:25][CH:24]=[CH:23][CH:22]=1.O.[OH-].[Na+]. (6) Given the product [CH3:1][O:2][C:3](=[O:34])[C:4]1[CH:9]=[C:8]([O:10][C:11]2[CH:16]=[CH:15][C:14]([NH2:17])=[C:13]([NH:20][CH2:21][CH3:22])[CH:12]=2)[CH:7]=[CH:6][C:5]=1[NH:23][S:24]([C:27]1[CH:28]=[CH:29][C:30]([CH3:33])=[CH:31][CH:32]=1)(=[O:26])=[O:25], predict the reactants needed to synthesize it. The reactants are: [CH3:1][O:2][C:3](=[O:34])[C:4]1[CH:9]=[C:8]([O:10][C:11]2[CH:16]=[CH:15][C:14]([N+:17]([O-])=O)=[C:13]([NH:20][CH2:21][CH3:22])[CH:12]=2)[CH:7]=[CH:6][C:5]=1[NH:23][S:24]([C:27]1[CH:32]=[CH:31][C:30]([CH3:33])=[CH:29][CH:28]=1)(=[O:26])=[O:25].[H][H].